Dataset: Catalyst prediction with 721,799 reactions and 888 catalyst types from USPTO. Task: Predict which catalyst facilitates the given reaction. Reactant: [Cl:1][C:2]1[CH:3]=[C:4]([C:8]2[C:13]([O:14][CH3:15])=[CH:12][CH:11]=[C:10]([CH2:16][C:17]3[CH:18]=[CH:19][C:20](F)=[N:21][CH:22]=3)[CH:9]=2)[CH:5]=[CH:6][CH:7]=1.[N+](C1C=C(B(O)O)C=CC=1)([O-])=[O:25].N12[CH2:46][CH2:45][CH2:44][N:43]=[C:42]1CCCCC2. Product: [Cl:1][C:2]1[CH:3]=[C:4]([C:8]2[C:13]([O:14][CH3:15])=[CH:12][CH:11]=[C:10]([CH2:16][C:17]3[CH:18]=[CH:19][C:20]([N:43]4[CH2:42][CH2:46][CH:45]([OH:25])[CH2:44]4)=[N:21][CH:22]=3)[CH:9]=2)[CH:5]=[CH:6][CH:7]=1. The catalyst class is: 4.